From a dataset of Forward reaction prediction with 1.9M reactions from USPTO patents (1976-2016). Predict the product of the given reaction. (1) Given the reactants C(OC(=O)[NH:6][CH2:7][C:8]1[CH:13]=[CH:12][CH:11]=[C:10]([NH:14][CH2:15][CH2:16][N:17]2[CH2:22][CH2:21][O:20][CH2:19][CH2:18]2)[CH:9]=1)(C)C.[ClH:24], predict the reaction product. The product is: [ClH:24].[NH2:6][CH2:7][C:8]1[CH:9]=[C:10]([NH:14][CH2:15][CH2:16][N:17]2[CH2:22][CH2:21][O:20][CH2:19][CH2:18]2)[CH:11]=[CH:12][CH:13]=1. (2) The product is: [C:23]1([C:2]2[NH:3][C:4]3[C:9]([C:10]=2[CH2:11][C:12]([O:14][CH2:15][CH3:16])=[O:13])=[CH:8][CH:7]=[CH:6][CH:5]=3)[CH:28]=[CH:27][CH:26]=[CH:25][CH:24]=1. Given the reactants Br[C:2]1[NH:3][C:4]2[C:9]([C:10]=1[CH2:11][C:12]([O:14][CH2:15][CH3:16])=[O:13])=[CH:8][CH:7]=[CH:6][CH:5]=2.C(=O)([O-])[O-].[Na+].[Na+].[C:23]1(B(O)O)[CH:28]=[CH:27][CH:26]=[CH:25][CH:24]=1, predict the reaction product. (3) Given the reactants Cl.[Cl:2][C:3]1[CH:23]=[CH:22][C:6]([C:7]([N:9]([C:13]2[CH:18]=[CH:17][C:16]([O:19][CH3:20])=[C:15]([F:21])[CH:14]=2)[N:10]=CC)=[O:8])=[CH:5][CH:4]=1, predict the reaction product. The product is: [ClH:2].[Cl:2][C:3]1[CH:23]=[CH:22][C:6]([C:7]([N:9]([C:13]2[CH:18]=[CH:17][C:16]([O:19][CH3:20])=[C:15]([F:21])[CH:14]=2)[NH2:10])=[O:8])=[CH:5][CH:4]=1. (4) The product is: [CH3:15][CH2:14][NH:13][C:7]1[N:6]=[C:5]([NH:4][CH:2]([CH3:1])[CH3:3])[N:10]=[C:9]([S:11][CH3:12])[N:8]=1. Given the reactants [CH3:1][CH:2]([NH:4][C:5]1[N:10]=[C:9]([S:11][CH3:12])[N:8]=[C:7]([NH:13][CH:14](C)[CH3:15])[N:6]=1)[CH3:3].CSC1N=C(C(C)C)N=C(C(C)C)N1N, predict the reaction product. (5) Given the reactants [F-].[K+].C[Si](C)(C)[C:5]([F:8])([F:7])[F:6].Br[C:12]1[N:13]=[CH:14][C:15]([N:18]2[C:25]3[C@@H:24]4[CH2:26][C@@H:23]4[CH2:22][C:21]=3[C:20]([C:27]([OH:29])=[O:28])=[N:19]2)=[N:16][CH:17]=1.Cl, predict the reaction product. The product is: [F:6][C:5]([F:8])([F:7])[C:12]1[N:13]=[CH:14][C:15]([N:18]2[C:25]3[C@@H:24]4[CH2:26][C@@H:23]4[CH2:22][C:21]=3[C:20]([C:27]([OH:29])=[O:28])=[N:19]2)=[N:16][CH:17]=1.